Dataset: Catalyst prediction with 721,799 reactions and 888 catalyst types from USPTO. Task: Predict which catalyst facilitates the given reaction. (1) Reactant: [CH2:1]([N:8]1[C:18]2[C:13](=[CH:14][CH:15]=[CH:16][CH:17]=2)[C:11](=[O:12])[C:9]1=[O:10])[C:2]1[CH:7]=[CH:6][CH:5]=[CH:4][CH:3]=1.[N+:19]([CH3:22])([O-:21])=[O:20]. Product: [CH2:1]([N:8]1[C:18]2[C:13](=[CH:14][CH:15]=[CH:16][CH:17]=2)[C:11]([OH:12])([CH2:22][N+:19]([O-:21])=[O:20])[C:9]1=[O:10])[C:2]1[CH:7]=[CH:6][CH:5]=[CH:4][CH:3]=1. The catalyst class is: 6. (2) Reactant: [O:1]1[CH2:6][CH2:5][N:4]([C:7]2[C:8]3[N:9]([C:13]([C:28]4[CH:40]=[CH:39][C:31]([C:32]([O:34]C(C)(C)C)=[O:33])=[CH:30][CH:29]=4)=[C:14](/[CH:16]=[CH:17]/[C:18]4[CH:27]=[CH:26][C:25]5[C:20](=[CH:21][CH:22]=[CH:23][CH:24]=5)[N:19]=4)[N:15]=3)[N:10]=[CH:11][CH:12]=2)[CH2:3][CH2:2]1.[C:41]([OH:47])([C:43]([F:46])([F:45])[F:44])=[O:42]. Product: [F:44][C:43]([F:46])([F:45])[C:41]([OH:47])=[O:42].[O:1]1[CH2:6][CH2:5][N:4]([C:7]2[C:8]3[N:9]([C:13]([C:28]4[CH:29]=[CH:30][C:31]([C:32]([OH:34])=[O:33])=[CH:39][CH:40]=4)=[C:14](/[CH:16]=[CH:17]/[C:18]4[CH:27]=[CH:26][C:25]5[C:20](=[CH:21][CH:22]=[CH:23][CH:24]=5)[N:19]=4)[N:15]=3)[N:10]=[CH:11][CH:12]=2)[CH2:3][CH2:2]1. The catalyst class is: 2. (3) Reactant: [CH2:1]([O:8][N:9]1[C:15](=[O:16])[N:14]2[CH2:17][CH:10]1[CH2:11][CH2:12][CH:13]2[C:18]([OH:20])=O)[C:2]1[CH:7]=[CH:6][CH:5]=[CH:4][CH:3]=1.C(N(CC)CC)C.ClC(OCC(C)C)=O.[NH:36]([C:38](=[O:48])[CH2:39][NH:40][C:41](=[O:47])[O:42][C:43]([CH3:46])([CH3:45])[CH3:44])[NH2:37]. Product: [C:43]([O:42][C:41](=[O:47])[NH:40][CH2:39][C:38]([NH:36][NH:37][C:18]([CH:13]1[CH2:12][CH2:11][CH:10]2[CH2:17][N:14]1[C:15](=[O:16])[N:9]2[O:8][CH2:1][C:2]1[CH:3]=[CH:4][CH:5]=[CH:6][CH:7]=1)=[O:20])=[O:48])([CH3:46])([CH3:44])[CH3:45]. The catalyst class is: 7. (4) Reactant: [NH2:1][C@H:2]([C:4]1[N:8]([CH:9]2[CH2:11][CH2:10]2)[C:7]2[C:12]([C:16]([O:18][CH3:19])=[O:17])=[CH:13][CH:14]=[CH:15][C:6]=2[N:5]=1)[CH3:3].[NH2:20][C:21]1[C:26]([C:27]#[N:28])=[C:25](Cl)[N:24]=[CH:23][N:22]=1.CCN(C(C)C)C(C)C. Product: [NH2:20][C:21]1[N:22]=[CH:23][N:24]=[C:25]([NH:1][C@H:2]([C:4]2[N:8]([CH:9]3[CH2:10][CH2:11]3)[C:7]3[C:12]([C:16]([O:18][CH3:19])=[O:17])=[CH:13][CH:14]=[CH:15][C:6]=3[N:5]=2)[CH3:3])[C:26]=1[C:27]#[N:28]. The catalyst class is: 51. (5) Reactant: [CH3:1][O:2][C:3]1[CH:4]=[C:5]([CH:8]=[CH:9][C:10]=1[O:11][CH3:12])[CH:6]=O.[C:13]([CH2:15][C:16]([O:18][CH2:19][CH3:20])=[O:17])#N.[NH:21]1CCCCC1.C(O)(=O)C. Product: [C:16]([O:18][CH:19]([C:20]#[N:21])[CH2:6][C:5]1[CH:8]=[CH:9][C:10]([O:11][CH3:12])=[C:3]([O:2][CH3:1])[CH:4]=1)(=[O:17])[CH:15]=[CH2:13]. The catalyst class is: 48. (6) Reactant: Cl.[CH3:2][O:3][C:4]1[CH:9]=[CH:8][C:7]([S:10][CH2:11][CH2:12][NH2:13])=[CH:6][CH:5]=1.[C:14](Cl)(=[O:16])[CH3:15].C(N(CC)CC)C. Product: [CH3:2][O:3][C:4]1[CH:9]=[CH:8][C:7]([S:10][CH2:11][CH2:12][NH:13][C:14](=[O:16])[CH3:15])=[CH:6][CH:5]=1. The catalyst class is: 2. (7) Reactant: [C:1]1([CH:7]([C:20]2[CH:25]=[CH:24][CH:23]=[CH:22][CH:21]=2)[N:8]2[CH2:11][CH:10]([N:12]3[CH2:17][CH2:16][NH:15][CH2:14][CH:13]3[CH2:18][OH:19])[CH2:9]2)[CH:6]=[CH:5][CH:4]=[CH:3][CH:2]=1.[C:26]([O-:29])([O-])=O.[Na+].[Na+]. Product: [C:20]1([CH:7]([C:1]2[CH:2]=[CH:3][CH:4]=[CH:5][CH:6]=2)[N:8]2[CH2:9][CH:10]([N:12]3[CH2:17][CH2:16][N:15]([C:26]([C:1]4[CH:6]=[CH:5][CH:4]=[CH:3][CH:2]=4)=[O:29])[CH2:14][CH:13]3[CH2:18][OH:19])[CH2:11]2)[CH:25]=[CH:24][CH:23]=[CH:22][CH:21]=1. The catalyst class is: 2. (8) Product: [CH3:1][O:2][C:3]1[CH:4]=[C:5]([CH:32]=[CH:33][C:34]=1[O:35][CH3:36])[CH2:6][CH2:7][N:8]([CH3:31])[CH2:9][CH2:10][CH2:11][CH:12]([C:21]1[CH:26]=[CH:25][C:24]([O:27][CH3:28])=[C:23]([O:29][CH3:30])[CH:22]=1)[C:13]([O:15][CH3:16])=[O:14]. The catalyst class is: 76. Reactant: [CH3:1][O:2][C:3]1[CH:4]=[C:5]([CH:32]=[CH:33][C:34]=1[O:35][CH3:36])[CH2:6][CH2:7][N:8]([CH3:31])[CH2:9][CH2:10][CH2:11][C:12]([C:21]1[CH:26]=[CH:25][C:24]([O:27][CH3:28])=[C:23]([O:29][CH3:30])[CH:22]=1)(C(OC)=O)[C:13]([O:15][CH3:16])=[O:14].CO.[H-].[Na+]. (9) Reactant: [N+:1]([C:4]1[CH:5]=[N:6][NH:7][CH:8]=1)([O-:3])=[O:2].C([O-])([O-])=O.[Cs+].[Cs+].Br[CH2:16][CH2:17][O:18][C:19]1[CH:24]=[CH:23][CH:22]=[CH:21][CH:20]=1. Product: [N+:1]([C:4]1[CH:5]=[N:6][N:7]([CH2:16][CH2:17][O:18][C:19]2[CH:24]=[CH:23][CH:22]=[CH:21][CH:20]=2)[CH:8]=1)([O-:3])=[O:2]. The catalyst class is: 10. (10) Reactant: Cl.[Cl:2][C:3]1[CH:11]=[CH:10][CH:9]=[C:8]2[C:4]=1[CH2:5][N:6]([C:12]([O:14][C@@H:15]1[CH2:19][C@@H:18]([C:20](=[O:36])[NH:21][C@:22]3([C:27](=[O:35])[NH:28][S:29]([CH:32]4[CH2:34][CH2:33]4)(=[O:31])=[O:30])[CH2:24][C@H:23]3[CH2:25][CH3:26])[NH:17][CH2:16]1)=[O:13])[CH2:7]2.[C:37]([O:41][C:42]([C@@H:44]([CH:48]1[CH2:53][CH2:52][CH2:51][CH2:50][CH2:49]1)[C:45](O)=[O:46])=[O:43])([CH3:40])([CH3:39])[CH3:38].CN(C(ON1N=NC2C=CC=NC1=2)=[N+](C)C)C.F[P-](F)(F)(F)(F)F.CCN(C(C)C)C(C)C. Product: [CH:32]1([S:29]([NH:28][C:27]([C@@:22]2([NH:21][C:20]([C@H:18]3[N:17]([C:45](=[O:46])[C@@H:44]([C:42]([O:41][C:37]([CH3:39])([CH3:38])[CH3:40])=[O:43])[CH:48]4[CH2:53][CH2:52][CH2:51][CH2:50][CH2:49]4)[CH2:16][C@H:15]([O:14][C:12]([N:6]4[CH2:5][C:4]5[C:8](=[CH:9][CH:10]=[CH:11][C:3]=5[Cl:2])[CH2:7]4)=[O:13])[CH2:19]3)=[O:36])[CH2:24][C@H:23]2[CH2:25][CH3:26])=[O:35])(=[O:31])=[O:30])[CH2:33][CH2:34]1. The catalyst class is: 18.